Task: Predict the reactants needed to synthesize the given product.. Dataset: Full USPTO retrosynthesis dataset with 1.9M reactions from patents (1976-2016) (1) Given the product [C:9]([O-:28])(=[O:27])[CH2:10][CH2:11][CH2:12][CH2:13][CH2:14][CH2:15][CH2:16]/[CH:17]=[CH:18]\[CH2:19][CH2:20][CH2:21][CH2:22][CH2:23][CH2:24][CH2:25][CH3:26].[C:9]([O:8][CH2:1][C:2]1[CH:7]=[CH:6][CH:5]=[CH:4][CH:3]=1)(=[O:27])[CH2:10][CH2:11][CH2:12][CH2:13][CH2:14][CH2:15][CH2:16]/[CH:17]=[CH:18]\[CH2:19][CH2:20][CH2:21][CH2:22][CH2:23][CH2:24][CH2:25][CH3:26], predict the reactants needed to synthesize it. The reactants are: [CH2:1]([OH:8])[C:2]1[CH:7]=[CH:6][CH:5]=[CH:4][CH:3]=1.[C:9]([OH:28])(=[O:27])[CH2:10][CH2:11][CH2:12][CH2:13][CH2:14][CH2:15][CH2:16]/[CH:17]=[CH:18]\[CH2:19][CH2:20][CH2:21][CH2:22][CH2:23][CH2:24][CH2:25][CH3:26].C1CCC(N=C=NC2CCCCC2)CC1. (2) Given the product [F:1][C:2]1[CH:3]=[CH:4][C:5]([C:8]2[CH:12]=[C:11]([S:13][CH3:14])[N:10]([CH2:22][C:23]([N:25]3[CH2:26][CH2:27][N:28]([C:31]4[CH:36]=[CH:35][C:34]([F:37])=[CH:33][CH:32]=4)[CH2:29][CH2:30]3)=[O:24])[N:9]=2)=[CH:6][CH:7]=1, predict the reactants needed to synthesize it. The reactants are: [F:1][C:2]1[CH:7]=[CH:6][C:5]([C:8]2[CH:12]=[C:11]([S:13][CH3:14])[NH:10][N:9]=2)=[CH:4][CH:3]=1.C([O-])([O-])=O.[K+].[K+].Cl[CH2:22][C:23]([N:25]1[CH2:30][CH2:29][N:28]([C:31]2[CH:36]=[CH:35][C:34]([F:37])=[CH:33][CH:32]=2)[CH2:27][CH2:26]1)=[O:24].CN(C=O)C.